Dataset: Full USPTO retrosynthesis dataset with 1.9M reactions from patents (1976-2016). Task: Predict the reactants needed to synthesize the given product. (1) Given the product [F:17][C:18]([F:29])([F:28])[C:19]([N:3]1[CH2:8][CH2:7][C:6](=[O:9])[CH2:5][CH2:4]1)=[O:20], predict the reactants needed to synthesize it. The reactants are: O.Cl.[NH:3]1[CH2:8][CH2:7][C:6](=[O:9])[CH2:5][CH2:4]1.C(N(CC)CC)C.[F:17][C:18]([F:29])([F:28])[C:19](O[C:19](=[O:20])[C:18]([F:29])([F:28])[F:17])=[O:20].O. (2) Given the product [Br:1][C:2]1[CH:3]=[C:4]([CH2:10][C:11]([O:13][CH2:14][CH3:15])=[O:12])[CH:5]=[C:6]([Cl:9])[C:7]=1[O:8][CH2:24][C:23]([F:27])([F:26])[F:22], predict the reactants needed to synthesize it. The reactants are: [Br:1][C:2]1[CH:3]=[C:4]([CH2:10][C:11]([O:13][CH2:14][CH3:15])=[O:12])[CH:5]=[C:6]([Cl:9])[C:7]=1[OH:8].C([O-])([O-])=O.[K+].[K+].[F:22][C:23]([F:27])([F:26])[CH2:24]I.O. (3) Given the product [CH3:1][C@H:2]1[C@@:41]2([OH:43])[O:42][CH:5]([CH2:6][C@H:7]([O:68][CH3:69])[C:8]([CH3:67])=[CH:9][CH:10]=[CH:11][CH:12]=[CH:13][C@@H:14]([CH3:66])[CH2:15][C@@H:16]([CH3:65])[C:17]([C@H:19]([O:63][CH3:64])[C@H:20]([OH:62])[C:21]([CH3:61])=[CH:22][C@@H:23]([CH3:60])[C:24]([CH2:26][C@@H:27]([C@@H:44]([CH2:46][C@H:47]3[CH2:52][C@@H:51]([O:53][CH3:54])[C@@H:50]([N:55]4[N:59]=[N:58][N:57]=[CH:56]4)[CH2:49][CH2:48]3)[CH3:45])[O:28][C:29]([C@H:31]3[N:36]([C:37]([C:39]2=[O:40])=[O:38])[CH2:35][CH2:34][CH2:33][CH2:32]3)=[O:30])=[O:25])=[O:18])[CH2:4][CH2:3]1.[CH2:71]([OH:72])[CH3:70], predict the reactants needed to synthesize it. The reactants are: [CH3:1][C@H:2]1[C@@:41]2([OH:43])[O:42][CH:5]([CH2:6][C@H:7]([O:68][CH3:69])[C:8]([CH3:67])=[CH:9][CH:10]=[CH:11][CH:12]=[CH:13][C@@H:14]([CH3:66])[CH2:15][C@@H:16]([CH3:65])[C:17]([C@H:19]([O:63][CH3:64])[C@H:20]([OH:62])[C:21]([CH3:61])=[CH:22][C@@H:23]([CH3:60])[C:24]([CH2:26][C@@H:27]([C@@H:44]([CH2:46][C@H:47]3[CH2:52][C@@H:51]([O:53][CH3:54])[C@@H:50]([N:55]4[N:59]=[N:58][N:57]=[CH:56]4)[CH2:49][CH2:48]3)[CH3:45])[O:28][C:29]([C@H:31]3[N:36]([C:37]([C:39]2=[O:40])=[O:38])[CH2:35][CH2:34][CH2:33][CH2:32]3)=[O:30])=[O:25])=[O:18])[CH2:4][CH2:3]1.[CH3:70][CH2:71][OH:72]. (4) Given the product [CH:1]1([S:7]([CH2:10][C:11]2[N:12]=[C:13]([C:17]3[CH:18]=[CH:19][C:20]([C:21]([OH:23])=[O:22])=[CH:25][CH:26]=3)[O:14][C:15]=2[CH3:16])(=[O:9])=[O:8])[CH2:2][CH2:3][CH2:4][CH2:5][CH2:6]1, predict the reactants needed to synthesize it. The reactants are: [CH:1]1([S:7]([CH2:10][C:11]2[N:12]=[C:13]([C:17]3[CH:26]=[CH:25][C:20]([C:21]([O:23]C)=[O:22])=[CH:19][CH:18]=3)[O:14][C:15]=2[CH3:16])(=[O:9])=[O:8])[CH2:6][CH2:5][CH2:4][CH2:3][CH2:2]1.O. (5) Given the product [Cl:14][C:15]1[N:20]=[C:19]([Cl:21])[CH:18]=[C:17]([C:5]2[CH:6]=[CH:7][C:2]([F:1])=[CH:3][CH:4]=2)[N:16]=1, predict the reactants needed to synthesize it. The reactants are: [F:1][C:2]1[CH:7]=[CH:6][C:5](Br)=[CH:4][CH:3]=1.[Li]CCCC.[Cl:14][C:15]1[N:20]=[C:19]([Cl:21])[CH:18]=[CH:17][N:16]=1.CC(O)=O.O.C(C1C(=O)C(Cl)=C(Cl)C(=O)C=1C#N)#N.[OH-].[Na+].